Dataset: Forward reaction prediction with 1.9M reactions from USPTO patents (1976-2016). Task: Predict the product of the given reaction. (1) Given the reactants CO[C:3]([C:5]1[S:6][C:7]([C:15](=[O:19])[CH:16]([CH3:18])[CH3:17])=[CH:8][C:9]=1[N:10]=[CH:11][N:12]([CH3:14])C)=[O:4].[CH3:20][N:21]1[CH2:27][CH2:26][CH2:25][N:24]([C:28]2[CH:33]=[CH:32]C(N)=[CH:30][CH:29]=2)[CH2:23][CH2:22]1, predict the reaction product. The product is: [C:15]([C:7]1[S:6][C:5]2[C:3](=[O:4])[N:12]([C:14]3[CH:32]=[CH:33][C:28]([N:24]4[CH2:25][CH2:26][CH2:27][N:21]([CH3:20])[CH2:22][CH2:23]4)=[CH:29][CH:30]=3)[CH:11]=[N:10][C:9]=2[CH:8]=1)(=[O:19])[CH:16]([CH3:17])[CH3:18]. (2) Given the reactants [F:1][C:2]1[CH:3]=[C:4]([OH:11])[C:5]([N+:8]([O-:10])=[O:9])=[CH:6][CH:7]=1.C([O-])([O-])=O.[K+].[K+].Br[CH2:19]/[CH:20]=[CH:21]/[C:22]([O:24][CH2:25][CH3:26])=[O:23], predict the reaction product. The product is: [F:1][C:2]1[CH:7]=[CH:6][C:5]([N+:8]([O-:10])=[O:9])=[C:4]([CH:3]=1)[O:11][CH2:19]/[CH:20]=[CH:21]/[C:22]([O:24][CH2:25][CH3:26])=[O:23]. (3) Given the reactants [CH3:1][N:2]1[C:10]([NH2:11])=[C:9]2[C:4]([N:5]([C:12]3[C:17]([CH3:18])=[CH:16][C:15]([CH3:19])=[CH:14][C:13]=3[CH3:20])[CH2:6][CH2:7][CH2:8]2)=[N:3]1.CCN(CC)CC.[CH3:28][O:29][CH2:30][C:31](=O)[CH2:32][CH3:33].C1(C)C=CC=CC=1.[BH3-]C#N.[Na+], predict the reaction product. The product is: [CH3:28][O:29][CH2:30][CH:31]([NH:11][C:10]1[N:2]([CH3:1])[N:3]=[C:4]2[C:9]=1[CH2:8][CH2:7][CH2:6][N:5]2[C:12]1[C:17]([CH3:18])=[CH:16][C:15]([CH3:19])=[CH:14][C:13]=1[CH3:20])[CH2:32][CH3:33]. (4) Given the reactants [N:1]1[CH:6]=[CH:5][C:4]([C:7]2[S:11][C:10]([C:12]([OH:14])=O)=[CH:9][CH:8]=2)=[CH:3][CH:2]=1.[F:15][C:16]1[CH:17]=[C:18]([CH2:22][CH2:23][NH2:24])[CH:19]=[CH:20][CH:21]=1, predict the reaction product. The product is: [F:15][C:16]1[CH:17]=[C:18]([CH2:22][CH2:23][NH:24][C:12]([C:10]2[S:11][C:7]([C:4]3[CH:3]=[CH:2][N:1]=[CH:6][CH:5]=3)=[CH:8][CH:9]=2)=[O:14])[CH:19]=[CH:20][CH:21]=1. (5) Given the reactants [CH3:1][O:2][C:3]1[CH:4]=[C:5]2[CH2:14][CH:13]([CH2:15][CH:16]3[CH2:21][CH2:20][N:19]([CH2:22][C:23]4[CH:24]=[CH:25][CH:26]=[CH:27][CH:28]=4)[CH2:18][CH2:17]3)[C:11](=[O:12])[C:6]2=[CH:7][C:8]=1[O:9][CH3:10].[S:29](=[O:33])(=[O:32])([OH:31])[OH:30], predict the reaction product. The product is: [CH3:1][O:2][C:3]1[CH:4]=[C:5]2[CH2:14][CH:13]([CH2:15][CH:16]3[CH2:17][CH2:18][N:19]([CH2:22][C:23]4[CH:28]=[CH:27][CH:26]=[CH:25][CH:24]=4)[CH2:20][CH2:21]3)[C:11](=[O:12])[C:6]2=[CH:7][C:8]=1[O:9][CH3:10].[S:29]([O-:33])([O-:32])(=[O:31])=[O:30]. (6) The product is: [F:15][C:16]1[CH:17]=[C:18]([CH2:22][CH2:23][C:24]2[O:12][C:11]([C:8]3[CH:9]=[CH:10][C:5]4[N:4]=[CH:3][N:2]([CH3:1])[C:6]=4[CH:7]=3)=[N:13][N:14]=2)[CH:19]=[CH:20][CH:21]=1. Given the reactants [CH3:1][N:2]1[C:6]2[CH:7]=[C:8]([C:11]([NH:13][NH2:14])=[O:12])[CH:9]=[CH:10][C:5]=2[N:4]=[CH:3]1.[F:15][C:16]1[CH:17]=[C:18]([CH2:22][CH2:23][C:24](O)=O)[CH:19]=[CH:20][CH:21]=1, predict the reaction product. (7) Given the reactants [CH2:1]([C:8]1[CH:13]=[CH:12][CH:11]=[C:10]([N:14]2[CH2:18][C@@H:17]([OH:19])[C@H:16]([OH:20])[CH2:15]2)[N:9]=1)[C:2]1[CH:7]=[CH:6][CH:5]=[CH:4][CH:3]=1.[H-].[Na+].[CH3:23]I, predict the reaction product. The product is: [CH2:1]([C:8]1[CH:13]=[CH:12][CH:11]=[C:10]([N:14]2[CH2:15][C@@H:16]([O:20][CH3:23])[C@H:17]([OH:19])[CH2:18]2)[N:9]=1)[C:2]1[CH:7]=[CH:6][CH:5]=[CH:4][CH:3]=1.